Dataset: Serine/threonine kinase 33 screen with 319,792 compounds. Task: Binary Classification. Given a drug SMILES string, predict its activity (active/inactive) in a high-throughput screening assay against a specified biological target. (1) The drug is S(=O)(=O)(n1c(ncc1)C)c1c(OC)ccc(OC)c1. The result is 0 (inactive). (2) The drug is Clc1c(CNc2nc(=O)[nH]nc2C)cccc1. The result is 0 (inactive).